This data is from Full USPTO retrosynthesis dataset with 1.9M reactions from patents (1976-2016). The task is: Predict the reactants needed to synthesize the given product. (1) Given the product [CH2:10]([N:11]1[CH2:16][CH2:15][N:14]([C:17]2[CH:22]=[CH:21][N:20]=[C:19]([NH:23][C:24]3[CH:25]=[C:26]([CH:29]=[CH:30][CH:31]=3)[C:27]#[N:28])[N:18]=2)[CH:13]([C:32]2[CH:33]=[CH:34][CH:35]=[CH:36][CH:37]=2)[C:12]1=[O:38])[CH:1]=[CH2:3], predict the reactants needed to synthesize it. The reactants are: [C:1]([C:3]1C=C(C=CC=1)N)#N.[CH3:10][N:11]1[CH2:16][CH2:15][N:14]([C:17]2[CH:22]=[CH:21][N:20]=[C:19]([NH:23][C:24]3[CH:25]=[C:26]([CH:29]=[CH:30][CH:31]=3)[C:27]#[N:28])[N:18]=2)[CH:13]([C:32]2[CH:37]=[CH:36][CH:35]=[CH:34][CH:33]=2)[C:12]1=[O:38].CC1C=CC(S(O)(=O)=O)=CC=1. (2) Given the product [C:1]([SiH2:5][O:6][C:7]([CH3:16])([CH3:15])[C:8]1[CH:13]=[CH:12][N+:11]([O-:25])=[C:10]([CH3:14])[CH:9]=1)([CH3:4])([CH3:3])[CH3:2], predict the reactants needed to synthesize it. The reactants are: [C:1]([SiH2:5][O:6][C:7]([CH3:16])([CH3:15])[C:8]1[CH:13]=[CH:12][N:11]=[C:10]([CH3:14])[CH:9]=1)([CH3:4])([CH3:3])[CH3:2].C1C=C(Cl)C=C(C(OO)=[O:25])C=1.